This data is from Hepatocyte clearance measurements from AstraZeneca. The task is: Regression/Classification. Given a drug SMILES string, predict its absorption, distribution, metabolism, or excretion properties. Task type varies by dataset: regression for continuous measurements (e.g., permeability, clearance, half-life) or binary classification for categorical outcomes (e.g., BBB penetration, CYP inhibition). For this dataset (clearance_hepatocyte_az), we predict log10(clearance) (log10 of the in vitro intrinsic clearance, CLint, in uL/min per 10^6 hepatocytes; values are censored to the assay range of 3 to 150, which is 0.477 to 2.18 on this log10 scale). (1) The drug is C[C@@](C(=O)O[C@H]1C[N+]2(CCc3ccccc3F)CCC1CC2)(c1ccccc1)N1CCCCC1. The log10(clearance) is 2.11. (2) The drug is COc1ccc(COc2nc(Br)cnc2NS(=O)(=O)c2ccc(C)cc2)cc1OCCN(C)C. The log10(clearance) is 1.49. (3) The molecule is Cc1c(Sc2ccc(Cl)cc2)c2cc(F)ccc2n1CC(=O)O. The log10(clearance) is 1.53.